From a dataset of Forward reaction prediction with 1.9M reactions from USPTO patents (1976-2016). Predict the product of the given reaction. Given the reactants C[O:2][C:3](=[O:29])[C:4]1[CH:9]=[CH:8][C:7]([C:10]2[O:14][N:13]=[C:12]([CH3:15])[C:11]=2[NH:16][C:17]([O:19][CH:20]([C:22]2[CH:27]=[CH:26][CH:25]=[CH:24][C:23]=2[Cl:28])[CH3:21])=[O:18])=[CH:6][CH:5]=1.[Li+].[OH-], predict the reaction product. The product is: [Cl:28][C:23]1[CH:24]=[CH:25][CH:26]=[CH:27][C:22]=1[CH:20]([O:19][C:17]([NH:16][C:11]1[C:12]([CH3:15])=[N:13][O:14][C:10]=1[C:7]1[CH:6]=[CH:5][C:4]([C:3]([OH:29])=[O:2])=[CH:9][CH:8]=1)=[O:18])[CH3:21].